This data is from Forward reaction prediction with 1.9M reactions from USPTO patents (1976-2016). The task is: Predict the product of the given reaction. Given the reactants Br[C:2]1[CH:3]=[C:4]([NH:8][C:9](=[O:25])[C@@H:10]([NH:18][CH2:19][C:20]([O:22][CH2:23][CH3:24])=[O:21])[CH2:11][C:12]2[CH:17]=[CH:16][CH:15]=[CH:14][CH:13]=2)[CH:5]=[CH:6][CH:7]=1.[N:26]1[CH:31]=[C:30](B(O)O)[CH:29]=[N:28][CH:27]=1, predict the reaction product. The product is: [O:25]=[C:9]([NH:8][C:4]1[CH:5]=[CH:6][CH:7]=[C:2]([C:30]2[CH:31]=[N:26][CH:27]=[N:28][CH:29]=2)[CH:3]=1)[C@@H:10]([NH:18][CH2:19][C:20]([O:22][CH2:23][CH3:24])=[O:21])[CH2:11][C:12]1[CH:17]=[CH:16][CH:15]=[CH:14][CH:13]=1.